This data is from Full USPTO retrosynthesis dataset with 1.9M reactions from patents (1976-2016). The task is: Predict the reactants needed to synthesize the given product. Given the product [NH2:22][C:20]1[CH:21]=[C:14]([F:13])[CH:15]=[C:16]([CH3:25])[C:17]=1[C:18]#[N:19], predict the reactants needed to synthesize it. The reactants are: C(O)(=O)C.Cl.O.O.[Sn](Cl)(Cl)(Cl)Cl.[F:13][C:14]1[CH:21]=[C:20]([N+:22]([O-])=O)[C:17]([C:18]#[N:19])=[C:16]([CH3:25])[CH:15]=1.[OH-].[Na+].